Dataset: Catalyst prediction with 721,799 reactions and 888 catalyst types from USPTO. Task: Predict which catalyst facilitates the given reaction. (1) Reactant: [NH2:1][C:2]1[C:7]([O:8][CH2:9][C:10]2[CH:15]=[CH:14][CH:13]=[CH:12][CH:11]=2)=[CH:6][CH:5]=[CH:4][N:3]=1.[C:16]([N+:20]#[C-:21])([CH3:19])([CH3:18])[CH3:17].[CH:22](=[O:24])[CH3:23].[C:25]([Cl:28])(=O)[CH3:26]. Product: [Cl-:28].[C:22]([N+:1]1[C:25]([CH3:26])=[C:21]([NH:20][C:16]([CH3:19])([CH3:18])[CH3:17])[N:3]2[CH:4]=[CH:5][CH:6]=[C:7]([O:8][CH2:9][C:10]3[CH:11]=[CH:12][CH:13]=[CH:14][CH:15]=3)[C:2]=12)(=[O:24])[CH3:23]. The catalyst class is: 519. (2) Reactant: [NH2:1][C:2]1[CH:7]=[C:6]([F:8])[C:5]([F:9])=[CH:4][C:3]=1[S:10]([NH2:13])(=[O:12])=[O:11].[Cl:14][C:15]1[C:16]([Cl:25])=[C:17]([S:21](Cl)(=[O:23])=[O:22])[CH:18]=[CH:19][CH:20]=1. Product: [Cl:25][C:16]1[C:15]([Cl:14])=[CH:20][CH:19]=[CH:18][C:17]=1[S:21]([NH:1][C:2]1[CH:7]=[C:6]([F:8])[C:5]([F:9])=[CH:4][C:3]=1[S:10](=[O:12])(=[O:11])[NH2:13])(=[O:23])=[O:22]. The catalyst class is: 17.